Dataset: Reaction yield outcomes from USPTO patents with 853,638 reactions. Task: Predict the reaction yield, written as a fraction of the theoretical maximum amount of product (1.0 means a 100% yield; for example, 0.34 means a 34% yield). (1) The reactants are [C:1](N)(=[O:3])[CH3:2].C=O.O.Cl.[NH:9]([CH2:14][C:15]([OH:17])=[O:16])[CH2:10][C:11]([OH:13])=[O:12].C(NCC(O)=O)(=O)C. The catalyst is COCCOC. The product is [C:1]([N:9]([CH2:14][C:15]([OH:17])=[O:16])[CH2:10][C:11]([OH:13])=[O:12])(=[O:3])[CH3:2]. The yield is 0.870. (2) The reactants are [NH2:1][C:2]1[C:3]([O:28][C:29]2[CH:34]=[CH:33][C:32]([F:35])=[CH:31][C:30]=2[F:36])=[C:4]([C:9]2[C:10]3[CH:19]=[N:18][N:17](COCC[Si](C)(C)C)[C:11]=3[C:12](=[O:16])[N:13]([CH3:15])[CH:14]=2)[CH:5]=[CH:6][C:7]=1[NH2:8].C1N=CN([C:42](N2C=NC=C2)=[O:43])C=1. The catalyst is O1CCCC1.C(OCC)(=O)C.O. The product is [F:36][C:30]1[CH:31]=[C:32]([F:35])[CH:33]=[CH:34][C:29]=1[O:28][C:3]1[C:2]2[NH:1][C:42](=[O:43])[NH:8][C:7]=2[CH:6]=[CH:5][C:4]=1[C:9]1[C:10]2[CH:19]=[N:18][NH:17][C:11]=2[C:12](=[O:16])[N:13]([CH3:15])[CH:14]=1. The yield is 0.200. (3) No catalyst specified. The product is [C:110]([C:102]1[C:101]([C:98]2[N:97]=[C:96]([C:112](=[O:113])[NH:114][CH3:115])[C:95]([NH:94][C:26]3[C:27]([C:28]([F:29])([F:30])[F:31])=[CH:22][N:23]=[C:24]([NH:32][C:33]4[CH:47]=[CH:46][C:36]([CH2:37][P:38](=[O:45])([O:42][CH2:43][CH3:44])[O:39][CH2:40][CH3:41])=[CH:35][C:34]=4[O:48][CH3:49])[N:25]=3)=[CH:100][CH:99]=2)=[CH:105][N:104]([CH2:106][CH2:107][CH2:108][OH:109])[N:103]=1)#[N:111]. The reactants are OCCCN1C=C(C2C=CC(N[C:22]3[C:27]([C:28]([F:31])([F:30])[F:29])=[CH:26][N:25]=[C:24]([NH:32][C:33]4[CH:47]=[CH:46][C:36]([CH2:37][P:38](=[O:45])([O:42][CH2:43][CH3:44])[O:39][CH2:40][CH3:41])=[CH:35][C:34]=4[O:48][CH3:49])[N:23]=3)=C3C=2CN(C)C3=O)C=N1.C(OP1(=O)CC2C=CC(=CC=2)NC2=NC(=C(C(F)(F)F)C=N2)NC2C=CC(=NC=2C(NC)=O)C2=CN(N=C2)CCCCO1)C.[NH2:94][C:95]1[C:96]([C:112]([NH:114][CH3:115])=[O:113])=[N:97][C:98]([C:101]2[C:102]([C:110]#[N:111])=[N:103][N:104]([CH2:106][CH2:107][CH2:108][OH:109])[CH:105]=2)=[CH:99][CH:100]=1. The yield is 0.690. (4) The reactants are [NH2:1][C:2]1[C:3]([C:27]#[N:28])=[C:4]([CH:24]=[CH:25][CH:26]=1)[O:5][CH2:6][C:7]([CH3:23])([CH3:22])[CH2:8][NH:9][C:10]([NH:12][CH2:13][C:14]1[CH:19]=[CH:18][C:17]([O:20][CH3:21])=[CH:16][CH:15]=1)=[O:11].[S:29](Cl)(=[O:32])(=[O:31])[NH2:30]. No catalyst specified. The product is [S:29]([NH:1][C:2]1[C:3]([C:27]#[N:28])=[C:4]([CH:24]=[CH:25][CH:26]=1)[O:5][CH2:6][C:7]([CH3:23])([CH3:22])[CH2:8][NH:9][C:10]([NH:12][CH2:13][C:14]1[CH:15]=[CH:16][C:17]([O:20][CH3:21])=[CH:18][CH:19]=1)=[O:11])(=[O:32])(=[O:31])[NH2:30]. The yield is 1.00. (5) The reactants are [C:1]1([S:7]([C:10]2[CH:11]=[C:12]([N:16]3[CH2:21][CH2:20][N:19](C(OC(C)(C)C)=O)[CH2:18][CH2:17]3)[CH:13]=[CH:14][CH:15]=2)(=[O:9])=[O:8])[CH:6]=[CH:5][CH:4]=[CH:3][CH:2]=1. The catalyst is O1CCOCC1.Cl. The product is [C:1]1([S:7]([C:10]2[CH:11]=[C:12]([N:16]3[CH2:21][CH2:20][NH:19][CH2:18][CH2:17]3)[CH:13]=[CH:14][CH:15]=2)(=[O:9])=[O:8])[CH:2]=[CH:3][CH:4]=[CH:5][CH:6]=1. The yield is 0.960. (6) The reactants are [F:1][C:2]1[CH:10]=[C:9]([F:11])[CH:8]=[CH:7][C:3]=1[C:4](Cl)=[O:5].[CH3:12][NH2:13]. The catalyst is O1CCCC1. The product is [F:1][C:2]1[CH:10]=[C:9]([F:11])[CH:8]=[CH:7][C:3]=1[C:4]([NH:13][CH3:12])=[O:5]. The yield is 1.00. (7) The catalyst is CO. The product is [N+:1]([C:4]1[CH:5]=[CH:6][C:7]([C:10]([O:12][CH3:18])=[O:11])=[N:8][CH:9]=1)([O-:3])=[O:2]. The reactants are [N+:1]([C:4]1[CH:5]=[CH:6][C:7]([C:10]([OH:12])=[O:11])=[N:8][CH:9]=1)([O-:3])=[O:2].S(=O)(=O)(O)O.[C:18](=O)([O-])[O-].[Na+].[Na+]. The yield is 0.890. (8) The reactants are [Br:1][C:2]1[C:3]([CH:10]([S:19][C:20]2[CH:25]=[CH:24][C:23]([Cl:26])=[CH:22][CH:21]=2)[C:11]2[CH:16]=[C:15]([F:17])[CH:14]=[CH:13][C:12]=2[F:18])=[CH:4][C:5]([CH2:8][OH:9])=[N:6][CH:7]=1.OO.[OH2:29].CCCCCC.C[OH:37]. The catalyst is C(OCC)(=O)C. The product is [Br:1][C:2]1[C:3]([CH:10]([S:19]([C:20]2[CH:21]=[CH:22][C:23]([Cl:26])=[CH:24][CH:25]=2)(=[O:37])=[O:29])[C:11]2[CH:16]=[C:15]([F:17])[CH:14]=[CH:13][C:12]=2[F:18])=[CH:4][C:5]([CH2:8][OH:9])=[N:6][CH:7]=1. The yield is 0.860.